The task is: Predict which catalyst facilitates the given reaction.. This data is from Catalyst prediction with 721,799 reactions and 888 catalyst types from USPTO. (1) Reactant: [CH3:1][O:2][C:3]1[CH:19]=[CH:18][C:6]([CH2:7][NH:8][C:9]2[CH:17]=[CH:16][CH:15]=[CH:14][C:10]=2[C:11]([OH:13])=[O:12])=[CH:5][CH:4]=1.Cl[C:21](Cl)([O:23]C(=O)OC(Cl)(Cl)Cl)Cl. Product: [CH3:1][O:2][C:3]1[CH:4]=[CH:5][C:6]([CH2:7][N:8]2[C:9]3[CH:17]=[CH:16][CH:15]=[CH:14][C:10]=3[C:11](=[O:13])[O:12][C:21]2=[O:23])=[CH:18][CH:19]=1. The catalyst class is: 1. (2) Reactant: Br[C:2]1[CH:3]=[C:4]2[C:8](=[CH:9][CH:10]=1)[NH:7][C:6](=[O:11])[CH2:5]2.[CH3:12][O:13][C:14]1[N:19]=[CH:18][C:17](B(O)O)=[C:16]([CH3:23])[CH:15]=1.C(=O)([O-])[O-].[Na+].[Na+]. Product: [CH3:12][O:13][C:14]1[N:19]=[CH:18][C:17]([C:2]2[CH:3]=[C:4]3[C:8](=[CH:9][CH:10]=2)[NH:7][C:6](=[O:11])[CH2:5]3)=[C:16]([CH3:23])[CH:15]=1. The catalyst class is: 18. (3) Reactant: Cl[CH2:2][C:3]([NH:5][C:6]1[C:11]([CH3:12])=[CH:10][C:9]([CH3:13])=[CH:8][C:7]=1[Cl:14])=[O:4].[I-].[K+].[N-:17]=[N+:18]=[N-:19].[Na+].CN(C)C=O. Product: [N:17]([CH2:2][C:3]([NH:5][C:6]1[C:11]([CH3:12])=[CH:10][C:9]([CH3:13])=[CH:8][C:7]=1[Cl:14])=[O:4])=[N+:18]=[N-:19]. The catalyst class is: 6.